Dataset: Peptide-MHC class I binding affinity with 185,985 pairs from IEDB/IMGT. Task: Regression. Given a peptide amino acid sequence and an MHC pseudo amino acid sequence, predict their binding affinity value. This is MHC class I binding data. (1) The peptide sequence is LQKFSFKIA. The MHC is HLA-A02:01 with pseudo-sequence HLA-A02:01. The binding affinity (normalized) is 0.219. (2) The binding affinity (normalized) is 0.0847. The MHC is HLA-A02:01 with pseudo-sequence HLA-A02:01. The peptide sequence is ERWFVRNPF. (3) The peptide sequence is RQMKSGGRF. The MHC is HLA-B57:01 with pseudo-sequence HLA-B57:01. The binding affinity (normalized) is 0.0847. (4) The peptide sequence is STEINQPFI. The MHC is H-2-Kb with pseudo-sequence H-2-Kb. The binding affinity (normalized) is 0.0735. (5) The peptide sequence is TSPDLSFSL. The MHC is HLA-A02:01 with pseudo-sequence HLA-A02:01. The binding affinity (normalized) is 0.195. (6) The peptide sequence is DLAQDPMLI. The MHC is HLA-A25:01 with pseudo-sequence HLA-A25:01. The binding affinity (normalized) is 0.0847. (7) The peptide sequence is QLEVRSTEV. The MHC is HLA-A29:02 with pseudo-sequence HLA-A29:02. The binding affinity (normalized) is 0.0847. (8) The peptide sequence is GMFTNRYGSQ. The MHC is HLA-A26:01 with pseudo-sequence HLA-A26:01. The binding affinity (normalized) is 0. (9) The peptide sequence is STSAYLVSI. The MHC is HLA-A24:02 with pseudo-sequence HLA-A24:02. The binding affinity (normalized) is 0.112. (10) The peptide sequence is AFEDLRLLSF. The MHC is HLA-A23:01 with pseudo-sequence HLA-A23:01. The binding affinity (normalized) is 0.512.